Dataset: Catalyst prediction with 721,799 reactions and 888 catalyst types from USPTO. Task: Predict which catalyst facilitates the given reaction. (1) Reactant: [CH3:1][O:2][C:3]1[CH:4]=[C:5]([CH:9]=[C:10]([O:12][CH3:13])[CH:11]=1)[C:6](Cl)=[O:7].[CH3:14][O:15][C:16]1[CH:21]=[CH:20][CH:19]=[C:18]([O:22]C)[C:17]=1[O:24][CH3:25].[Cl-].[Al+3].[Cl-].[Cl-].COC1C=CC(OC)=CC=1C(C1C=C(OC)C=C(OC)C=1)=O. Product: [CH3:1][O:2][C:3]1[CH:4]=[C:5]([C:6]([C:19]2[CH:20]=[CH:21][C:16]([O:15][CH3:14])=[C:17]([O:24][CH3:25])[C:18]=2[OH:22])=[O:7])[CH:9]=[C:10]([O:12][CH3:13])[CH:11]=1. The catalyst class is: 2. (2) Reactant: [CH3:1][C:2]1[CH:8]=[CH:7][C:5]([NH2:6])=[CH:4][C:3]=1[N+:9]([O-:11])=[O:10].[N+:12]([O-:15])([OH:14])=[O:13].[N:16]#[C:17][NH2:18]. Product: [N+:12]([O-:15])([OH:14])=[O:13].[CH3:1][C:2]1[CH:8]=[CH:7][C:5]([NH:6][C:17]([NH2:18])=[NH:16])=[CH:4][C:3]=1[N+:9]([O-:11])=[O:10]. The catalyst class is: 40.